From a dataset of Reaction yield outcomes from USPTO patents with 853,638 reactions. Predict the reaction yield, written as a fraction of the theoretical maximum amount of product (1.0 means a 100% yield; for example, 0.34 means a 34% yield). (1) The reactants are Br[C:2]1[N:7]=[C:6]([C:8]([O:10][CH3:11])=[O:9])[CH:5]=[CH:4][C:3]=1[F:12].[F:13][C:14]1[CH:19]=[C:18]([CH2:20][O:21][CH:22]2[CH2:27][CH2:26][O:25][CH2:24][CH2:23]2)[CH:17]=[C:16]([F:28])[C:15]=1B1OC(C)(C)C(C)(C)O1. No catalyst specified. The product is [F:13][C:14]1[CH:19]=[C:18]([CH2:20][O:21][CH:22]2[CH2:27][CH2:26][O:25][CH2:24][CH2:23]2)[CH:17]=[C:16]([F:28])[C:15]=1[C:2]1[N:7]=[C:6]([C:8]([O:10][CH3:11])=[O:9])[CH:5]=[CH:4][C:3]=1[F:12]. The yield is 0.980. (2) The reactants are [CH:1]([O:4][C:5]1[CH:10]=[CH:9][C:8]([OH:11])=[CH:7][CH:6]=1)([CH3:3])[CH3:2].Br[C:13]1[S:14][CH:15]=[CH:16][N:17]=1.C(=O)([O-])[O-].[K+].[K+].O. The catalyst is CS(C)=O. The product is [CH:1]([O:4][C:5]1[CH:10]=[CH:9][C:8]([O:11][C:13]2[S:14][CH:15]=[CH:16][N:17]=2)=[CH:7][CH:6]=1)([CH3:3])[CH3:2]. The yield is 0.910. (3) The reactants are [Na+].Cl[CH2:3][CH:4]([OH:10])[CH2:5][S:6]([O-:9])(=[O:8])=[O:7].[CH2:11]([NH2:13])[CH3:12].[Na]. The catalyst is O. The product is [CH2:11]([NH:13][CH2:3][CH:4]([OH:10])[CH2:5][S:6]([OH:9])(=[O:8])=[O:7])[CH3:12]. The yield is 1.00.